Dataset: HIV replication inhibition screening data with 41,000+ compounds from the AIDS Antiviral Screen. Task: Binary Classification. Given a drug SMILES string, predict its activity (active/inactive) in a high-throughput screening assay against a specified biological target. (1) The molecule is CCn1c(=O)c(N=O)c(N)n(C2CC2)c1=O. The result is 0 (inactive). (2) The compound is [ClH2+].c1nc2[nH]cnc2c(=[S+][Fe-2]([S+]=c2[nH]cnc3[nH]cnc23)([S+]=c2[nH]cnc3[nH]cnc23)[S+]=c2[nH]cnc3[nH]cnc23)[nH]1. The result is 0 (inactive). (3) The result is 0 (inactive). The compound is OCCOCC#CCOCCO. (4) The drug is CCC1Oc2c(CC=C(C)C)c(OC(C)=O)c(C(OC(C)=O)C(C)CC)c3oc(=O)cc1c23. The result is 0 (inactive).